From a dataset of Forward reaction prediction with 1.9M reactions from USPTO patents (1976-2016). Predict the product of the given reaction. (1) The product is: [CH:10]([S:11]([C:14]1[CH:22]=[CH:21][C:17]([C:18]([OH:20])=[O:19])=[CH:16][CH:15]=1)(=[O:13])=[O:12])=[CH2:9]. Given the reactants C(N(CC)CC)C.Cl[CH2:9][CH2:10][S:11]([C:14]1[CH:22]=[CH:21][C:17]([C:18]([OH:20])=[O:19])=[CH:16][CH:15]=1)(=[O:13])=[O:12], predict the reaction product. (2) Given the reactants [CH:1]1([O:6][CH2:7][C:8]([OH:10])=[O:9])[CH2:5][CH2:4][CH2:3][CH2:2]1.[C:11]1(C)C=CC(S(O)(=O)=O)=CC=1.CO, predict the reaction product. The product is: [CH:1]1([O:6][CH2:7][C:8]([O:10][CH3:11])=[O:9])[CH2:5][CH2:4][CH2:3][CH2:2]1. (3) The product is: [CH2:21]([O:1][C:2]1[C:11]([CH3:12])=[C:10]([O:29][CH2:28][CH3:14])[CH:9]=[CH:8][C:3]=1[C:4]([OH:6])=[O:5])[CH3:22]. Given the reactants [OH:1][C:2]1[C:11]([CH3:12])=[C:10](O)[CH:9]=[CH:8][C:3]=1[C:4]([O:6]C)=[O:5].[C:14](=O)([O-])[O-].[Cs+].[Cs+].I[CH2:21][CH3:22].[OH-].[Na+].CN([CH:28]=[O:29])C, predict the reaction product. (4) Given the reactants [NH2:1][C:2]1[CH:7]=[CH:6][C:5]([CH2:8][CH2:9][C:10]([C:12]2[CH:17]=[CH:16][C:15]([F:18])=[CH:14][CH:13]=2)=[O:11])=[CH:4][CH:3]=1.S(O)(O)(=O)=O.Cl[C:25]1[NH:26][CH2:27][CH2:28][N:29]=1, predict the reaction product. The product is: [NH:29]1[CH2:28][CH2:27][N:26]=[C:25]1[NH:1][C:2]1[CH:7]=[CH:6][C:5]([CH2:8][CH2:9][C:10]([C:12]2[CH:13]=[CH:14][C:15]([F:18])=[CH:16][CH:17]=2)=[O:11])=[CH:4][CH:3]=1. (5) Given the reactants [CH:1]([C:3]1[CH:4]=[CH:5][C:6]([N:9]([CH2:27][C:28]2[CH:33]=[CH:32][C:31]([O:34][C:35]([F:38])([F:37])[F:36])=[CH:30][CH:29]=2)[CH2:10][CH2:11][C:12]2[CH:26]=[CH:25][C:15]([O:16][C:17]([CH3:24])([CH3:23])[C:18]([O:20][CH2:21][CH3:22])=[O:19])=[CH:14][CH:13]=2)=[N:7][CH:8]=1)=[O:2].[F:39][C:40]([Si](C)(C)C)([F:42])[F:41].[F-].C([N+](CCCC)(CCCC)CCCC)CCC, predict the reaction product. The product is: [CH3:24][C:17]([O:16][C:15]1[CH:25]=[CH:26][C:12]([CH2:11][CH2:10][N:9]([C:6]2[CH:5]=[CH:4][C:3]([CH:1]([OH:2])[C:40]([F:42])([F:41])[F:39])=[CH:8][N:7]=2)[CH2:27][C:28]2[CH:33]=[CH:32][C:31]([O:34][C:35]([F:38])([F:37])[F:36])=[CH:30][CH:29]=2)=[CH:13][CH:14]=1)([CH3:23])[C:18]([O:20][CH2:21][CH3:22])=[O:19]. (6) The product is: [F:9][C:3]1[C:2]([C:34]2[CH:35]=[C:36]3[C:49]4([CH2:53][O:52][C:51]([NH2:54])=[N:50]4)[C:45]4([CH2:46][O:47][CH2:48]4)[C:41]4([CH2:44][CH2:43][CH2:42]4)[O:40][C:37]3=[CH:38][CH:39]=2)=[CH:7][C:6]([CH3:8])=[CH:5][N:4]=1. Given the reactants Br[C:2]1[C:3]([F:9])=[N:4][CH:5]=[C:6]([CH3:8])[CH:7]=1.CC1(C)C(C)(C)OB(B2OC(C)(C)C(C)(C)O2)O1.C([O-])(=O)C.[K+].Br[C:34]1[CH:35]=[C:36]2[C:49]3([CH2:53][O:52][C:51]([N:54](C(OC(C)(C)C)=O)C(OC(C)(C)C)=O)=[N:50]3)[C:45]3([CH2:48][O:47][CH2:46]3)[C:41]3([CH2:44][CH2:43][CH2:42]3)[O:40][C:37]2=[CH:38][CH:39]=1.C(=O)([O-])[O-].[Na+].[Na+].C, predict the reaction product.